This data is from Reaction yield outcomes from USPTO patents with 853,638 reactions. The task is: Predict the reaction yield, written as a fraction of the theoretical maximum amount of product (1.0 means a 100% yield; for example, 0.34 means a 34% yield). (1) The reactants are [CH2:1]([C:3]1[CH:9]=[CH:8][C:7]([N+:10]([O-:12])=[O:11])=[CH:6][C:4]=1[NH2:5])[CH3:2].[N:13](OC(C)(C)C)=O. The catalyst is C(O)(=O)C.C(OCC)(=O)C. The product is [CH3:2][C:1]1[C:3]2[C:4](=[CH:6][C:7]([N+:10]([O-:12])=[O:11])=[CH:8][CH:9]=2)[NH:5][N:13]=1. The yield is 0.980. (2) The product is [CH2:1]([C:8]1[N:9]([CH2:22][CH2:23][CH:24]2[CH2:28][CH2:27][CH2:26][N:25]2[CH3:29])[C:10]2[C:15]([CH:16]=1)=[CH:14][C:13]([N+:17]([O-:19])=[O:18])=[CH:12][CH:11]=2)[C:2]1[CH:7]=[CH:6][CH:5]=[CH:4][CH:3]=1. No catalyst specified. The yield is 0.639. The reactants are [CH2:1]([C:8]1[NH:9][C:10]2[C:15]([CH:16]=1)=[CH:14][C:13]([N+:17]([O-:19])=[O:18])=[CH:12][CH:11]=2)[C:2]1[CH:7]=[CH:6][CH:5]=[CH:4][CH:3]=1.Cl.Cl[CH2:22][CH2:23][CH:24]1[CH2:28][CH2:27][CH2:26][N:25]1[CH3:29].C(=O)([O-])[O-].[K+].[K+].